Dataset: Reaction yield outcomes from USPTO patents with 853,638 reactions. Task: Predict the reaction yield, written as a fraction of the theoretical maximum amount of product (1.0 means a 100% yield; for example, 0.34 means a 34% yield). (1) The reactants are [Br:1][C:2]1[CH:3]=[C:4]([N:8]2[C:16]3[CH2:15][CH2:14][CH2:13][CH:12](Cl)[C:11]=3[C:10]([C:18]([O:20][CH2:21][CH3:22])=[O:19])=[N:9]2)[CH:5]=[CH:6][CH:7]=1.[NH:23]1[CH:27]=[CH:26][CH:25]=[N:24]1.C(=O)([O-])[O-].[Cs+].[Cs+]. The catalyst is ClCCl. The product is [Br:1][C:2]1[CH:3]=[C:4]([N:8]2[C:16]3[CH2:15][CH2:14][CH2:13][CH:12]([N:23]4[CH:27]=[CH:26][CH:25]=[N:24]4)[C:11]=3[C:10]([C:18]([O:20][CH2:21][CH3:22])=[O:19])=[N:9]2)[CH:5]=[CH:6][CH:7]=1. The yield is 0.790. (2) The reactants are [Na].[CH2:2]([O:9][N:10]1[C:16](=[O:17])[N:15]2[CH2:18][C@H:11]1[CH2:12][CH2:13][C@H:14]2[C:19](O)=[O:20])[C:3]1[CH:8]=[CH:7][CH:6]=[CH:5][CH:4]=1.CN1CCOCC1.ClC(OCC)=O.[BH4-].[Na+]. The catalyst is O1CCCC1.C(OCC)(=O)C.O. The product is [CH2:2]([O:9][N:10]1[C:16](=[O:17])[N:15]2[CH2:18][C@H:11]1[CH2:12][CH2:13][C@H:14]2[CH2:19][OH:20])[C:3]1[CH:4]=[CH:5][CH:6]=[CH:7][CH:8]=1. The yield is 0.990.